Dataset: Catalyst prediction with 721,799 reactions and 888 catalyst types from USPTO. Task: Predict which catalyst facilitates the given reaction. Reactant: [Cl:1][C:2]1[C:7](=[O:8])[N:6]([CH3:9])[CH:5]=[C:4]([NH:10][CH:11]([C:29]2[CH:34]=[CH:33][C:32]([Cl:35])=[CH:31][CH:30]=2)[C:12]2[C:13]([C:26]([OH:28])=O)=[N:14][N:15]([CH2:17][C:18]3[CH:23]=[CH:22][C:21]([O:24][CH3:25])=[CH:20][CH:19]=3)[CH:16]=2)[CH:3]=1. Product: [Cl:1][C:2]1[C:7](=[O:8])[N:6]([CH3:9])[CH:5]=[C:4]([N:10]2[CH:11]([C:29]3[CH:34]=[CH:33][C:32]([Cl:35])=[CH:31][CH:30]=3)[C:12]3[C:13](=[N:14][N:15]([CH2:17][C:18]4[CH:23]=[CH:22][C:21]([O:24][CH3:25])=[CH:20][CH:19]=4)[CH:16]=3)[C:26]2=[O:28])[CH:3]=1. The catalyst class is: 61.